This data is from Full USPTO retrosynthesis dataset with 1.9M reactions from patents (1976-2016). The task is: Predict the reactants needed to synthesize the given product. The reactants are: [Cl:1][C:2]1[CH:3]=[CH:4][C:5]2[O:10][CH:9]([C:11]([OH:13])=O)[CH2:8][N:7]([CH3:14])[C:6]=2[CH:15]=1.[F:16][C:17]1[CH:30]=[CH:29][C:20]([CH2:21][N:22]2[CH2:28][CH2:27][CH2:26][NH:25][CH2:24][CH2:23]2)=[CH:19][CH:18]=1.CCN=C=NCCCN(C)C.C1C=CC2N(O)N=NC=2C=1.CCN(C(C)C)C(C)C. Given the product [Cl:1][C:2]1[CH:3]=[CH:4][C:5]2[O:10][CH:9]([C:11]([N:25]3[CH2:24][CH2:23][N:22]([CH2:21][C:20]4[CH:19]=[CH:18][C:17]([F:16])=[CH:30][CH:29]=4)[CH2:28][C@H:27]3[CH3:26])=[O:13])[CH2:8][N:7]([CH3:14])[C:6]=2[CH:15]=1, predict the reactants needed to synthesize it.